This data is from Full USPTO retrosynthesis dataset with 1.9M reactions from patents (1976-2016). The task is: Predict the reactants needed to synthesize the given product. (1) The reactants are: O=[C:2]([CH3:18])[CH:3]([NH:9][C:10]([C:12]1[CH:13]=[N:14][CH:15]=[CH:16][CH:17]=1)=[O:11])[CH2:4][C:5]([O:7][CH3:8])=[O:6].P(Cl)(Cl)(Cl)=O. Given the product [CH3:8][O:7][C:5](=[O:6])[CH2:4][C:3]1[N:9]=[C:10]([C:12]2[CH:13]=[N:14][CH:15]=[CH:16][CH:17]=2)[O:11][C:2]=1[CH3:18], predict the reactants needed to synthesize it. (2) Given the product [Br-:26].[CH3:35][C:32]1[S:33][CH:34]=[C:30]([C:28](=[O:29])[CH2:27][N+:13]23[CH2:14][CH2:15][CH:16]([CH2:17][CH2:18]2)[C@@H:11]([O:10][C:8](=[O:9])[C@@H:7]([C:1]2[CH:2]=[CH:3][CH:4]=[CH:5][CH:6]=2)[NH:19][C:20]2[CH:25]=[CH:24][CH:23]=[CH:22][CH:21]=2)[CH2:12]3)[N:31]=1, predict the reactants needed to synthesize it. The reactants are: [C:1]1([CH:7]([NH:19][C:20]2[CH:25]=[CH:24][CH:23]=[CH:22][CH:21]=2)[C:8]([O:10][C@@H:11]2[CH:16]3[CH2:17][CH2:18][N:13]([CH2:14][CH2:15]3)[CH2:12]2)=[O:9])[CH:6]=[CH:5][CH:4]=[CH:3][CH:2]=1.[Br:26][CH2:27][C:28]([C:30]1[N:31]=[C:32]([CH3:35])[S:33][CH:34]=1)=[O:29]. (3) Given the product [CH2:13]([O:12][CH2:11][CH2:10][N:7]1[C:8](=[O:9])[C@@H:2]([NH:1][C:30](=[O:31])[C@:29]([OH:28])([CH3:41])[C:33]([NH:35][CH2:36][C:37]([F:38])([F:39])[F:40])=[O:34])[C:3]2[CH:27]=[CH:26][CH:25]=[CH:24][C:4]=2[C:5]2[CH:23]=[CH:22][CH:21]=[CH:20][C:6]1=2)[C:14]1[CH:19]=[CH:18][CH:17]=[CH:16][CH:15]=1, predict the reactants needed to synthesize it. The reactants are: [NH2:1][C@@H:2]1[C:8](=[O:9])[N:7]([CH2:10][CH2:11][O:12][CH2:13][C:14]2[CH:19]=[CH:18][CH:17]=[CH:16][CH:15]=2)[C:6]2[CH:20]=[CH:21][CH:22]=[CH:23][C:5]=2[C:4]2[CH:24]=[CH:25][CH:26]=[CH:27][C:3]1=2.[OH:28][C@@:29]([CH3:41])([C:33]([NH:35][CH2:36][C:37]([F:40])([F:39])[F:38])=[O:34])[C:30](O)=[O:31].